This data is from Reaction yield outcomes from USPTO patents with 853,638 reactions. The task is: Predict the reaction yield, written as a fraction of the theoretical maximum amount of product (1.0 means a 100% yield; for example, 0.34 means a 34% yield). (1) The reactants are [C:1]([C:5]1[O:9][N:8]=[C:7]([NH:10][C:11]([NH:13][C:14]2[CH:19]=[CH:18][CH:17]=[C:16]([O:20][C:21]3[C:30]4[C:25](=[CH:26][C:27]([O:33][CH2:34][CH2:35]Cl)=[C:28]([O:31][CH3:32])[CH:29]=4)[N:24]=[CH:23][N:22]=3)[CH:15]=2)=[O:12])[CH:6]=1)([CH3:4])([CH3:3])[CH3:2].[NH:37]1[CH2:42][CH2:41][CH:40]([CH2:43][OH:44])[CH2:39][CH2:38]1. No catalyst specified. The product is [C:1]([C:5]1[O:9][N:8]=[C:7]([NH:10][C:11]([NH:13][C:14]2[CH:19]=[CH:18][CH:17]=[C:16]([O:20][C:21]3[C:30]4[C:25](=[CH:26][C:27]([O:33][CH2:34][CH2:35][N:37]5[CH2:42][CH2:41][CH:40]([CH2:43][OH:44])[CH2:39][CH2:38]5)=[C:28]([O:31][CH3:32])[CH:29]=4)[N:24]=[CH:23][N:22]=3)[CH:15]=2)=[O:12])[CH:6]=1)([CH3:4])([CH3:3])[CH3:2]. The yield is 0.160. (2) The reactants are [Cl:1][C:2]1[N:3]=[C:4]([NH:11][C:12]2[CH:17]=[CH:16][C:15]([Si:18]([CH3:21])([CH3:20])[CH3:19])=[CH:14][C:13]=2[F:22])[C:5]([C:8]([OH:10])=[O:9])=[N:6][CH:7]=1.[CH3:23][Si](C=[N+]=[N-])(C)C. The catalyst is CO.C1(C)C=CC=CC=1.C(OCC)(=O)C. The product is [CH3:23][O:9][C:8]([C:5]1[C:4]([NH:11][C:12]2[CH:17]=[CH:16][C:15]([Si:18]([CH3:19])([CH3:21])[CH3:20])=[CH:14][C:13]=2[F:22])=[N:3][C:2]([Cl:1])=[CH:7][N:6]=1)=[O:10]. The yield is 0.711. (3) The reactants are [Cl:1][C:2]1[CH:3]=[C:4]2[C:9](=[CH:10][C:11]=1[O:12][C:13]1[CH:18]=[CH:17][C:16]([C:19](=[O:31])[NH:20][CH2:21][CH:22]([C:24]3[CH:29]=[CH:28][C:27]([Cl:30])=[CH:26][CH:25]=3)[OH:23])=[CH:15][CH:14]=1)[O:8][CH2:7][CH2:6][CH:5]2[C:32]([OH:34])=[O:33].C[O-].[Na+:37]. The catalyst is CO. The product is [Cl:1][C:2]1[CH:3]=[C:4]2[C:9](=[CH:10][C:11]=1[O:12][C:13]1[CH:18]=[CH:17][C:16]([C:19](=[O:31])[NH:20][CH2:21][CH:22]([C:24]3[CH:25]=[CH:26][C:27]([Cl:30])=[CH:28][CH:29]=3)[OH:23])=[CH:15][CH:14]=1)[O:8][CH2:7][CH2:6][CH:5]2[C:32]([O-:34])=[O:33].[Na+:37]. The yield is 0.960.